This data is from Forward reaction prediction with 1.9M reactions from USPTO patents (1976-2016). The task is: Predict the product of the given reaction. (1) Given the reactants [F:1][C:2]1[CH:7]=[CH:6][C:5]([NH:8][C:9]([C:11]2([C:14]([OH:16])=O)[CH2:13][CH2:12]2)=[O:10])=[CH:4][CH:3]=1.C1(C(O)=O)(C(O)=O)CC1.FC1C=CC([NH2:31])=CC=1.[CH3:34][O:35][C:36]1[CH:62]=[CH:61][C:39]([CH2:40][N:41]2[C:45]3=[N:46][CH:47]=[CH:48][C:49]([O:50][C:51]4[C:56]([CH3:57])=[CH:55][C:54](N)=[C:53]([Cl:59])[CH:52]=4)=[C:44]3[C:43]([CH3:60])=[N:42]2)=[CH:38][CH:37]=1, predict the reaction product. The product is: [Cl:59][C:53]1[CH:52]=[C:51]([O:50][C:49]2[CH:48]=[CH:47][N:46]=[C:45]3[N:41]([CH2:40][C:39]4[CH:61]=[CH:62][C:36]([O:35][CH3:34])=[CH:37][CH:38]=4)[N:42]=[C:43]([CH3:60])[C:44]=23)[C:56]([CH3:57])=[CH:55][C:54]=1[N:8]([C:5]1[CH:4]=[CH:3][C:2]([F:1])=[CH:7][CH:6]=1)[C:9]([C:11]1([C:14]([NH2:31])=[O:16])[CH2:12][CH2:13]1)=[O:10]. (2) Given the reactants [NH2:1][C:2]1[S:6][C:5]([C:7]2[CH:12]=[C:11]([Cl:13])[CH:10]=[C:9]([Cl:14])[C:8]=2[OH:15])=[N:4][N:3]=1.[CH3:16][O:17][C:18]([C:20]1[CH:21]=[CH:22][C:23]([C:26](O)=[O:27])=[N:24][CH:25]=1)=[O:19].C1C=CC2N(O)N=NC=2C=1.CCN(C(C)C)C(C)C.CCN=C=NCCCN(C)C, predict the reaction product. The product is: [CH3:16][O:17][C:18](=[O:19])[C:20]1[CH:21]=[CH:22][C:23]([C:26](=[O:27])[NH:1][C:2]2[S:6][C:5]([C:7]3[CH:12]=[C:11]([Cl:13])[CH:10]=[C:9]([Cl:14])[C:8]=3[OH:15])=[N:4][N:3]=2)=[N:24][CH:25]=1. (3) Given the reactants [CH3:1][C:2]1[O:6][N:5]=[C:4]([C:7]2[S:11][C:10]([NH2:12])=[N:9][C:8]=2[C:13]2[CH:18]=[CH:17][CH:16]=[CH:15][CH:14]=2)[N:3]=1.[C:19](Cl)(=[O:26])[C:20]1[CH:25]=[CH:24][CH:23]=[CH:22][CH:21]=1, predict the reaction product. The product is: [CH3:1][C:2]1[O:6][N:5]=[C:4]([C:7]2[S:11][C:10]([NH:12][C:19](=[O:26])[C:20]3[CH:25]=[CH:24][CH:23]=[CH:22][CH:21]=3)=[N:9][C:8]=2[C:13]2[CH:14]=[CH:15][CH:16]=[CH:17][CH:18]=2)[N:3]=1. (4) Given the reactants [CH2:1]([C:5]12[CH2:17][CH2:16][C:15](=[O:18])[C:14]([C:19]#[N:20])=[C:13]1[C:12]1[C:7](=[CH:8][C:9]([O:21]C)=[CH:10][CH:11]=1)[CH2:6]2)[CH2:2][CH2:3][CH3:4].Cl.N1C=CC=CC=1, predict the reaction product. The product is: [CH2:1]([C:5]12[CH2:17][CH2:16][C:15](=[O:18])[C:14]([C:19]#[N:20])=[C:13]1[C:12]1[C:7](=[CH:8][C:9]([OH:21])=[CH:10][CH:11]=1)[CH2:6]2)[CH2:2][CH2:3][CH3:4]. (5) Given the reactants C([N:8](CC1C=CC=CC=1)[C:9]1[CH:14]=[CH:13][C:12]([F:15])=[C:11]([C:16]2[C:20]([C:21]3[CH:26]=[CH:25][N:24]=[CH:23][CH:22]=3)=[CH:19][NH:18][N:17]=2)[C:10]=1[F:27])C1C=CC=CC=1.[F:35][C:36]1[CH:43]=[CH:42][C:41]([F:44])=[CH:40][C:37]=1[CH:38]=O.C([BH3-])#N.[Na+].C([O-])([O-])=O.[Na+].[Na+], predict the reaction product. The product is: [F:35][C:36]1[CH:43]=[CH:42][C:41]([F:44])=[CH:40][C:37]=1[CH2:38][NH:8][C:9]1[CH:14]=[CH:13][C:12]([F:15])=[C:11]([C:16]2[C:20]([C:21]3[CH:26]=[CH:25][N:24]=[CH:23][CH:22]=3)=[CH:19][NH:18][N:17]=2)[C:10]=1[F:27]. (6) Given the reactants C[Si](C#N)(C)C.[C:7]1([C:13]2[S:14][CH:15]=[C:16]([CH:18]=[O:19])[N:17]=2)[CH:12]=[CH:11][CH:10]=[CH:9][CH:8]=1.C1(C2SC=C([CH:31]([O:34][Si](C)(C)C)C#N)N=2)C=CC=CC=1.[CH3:39][OH:40], predict the reaction product. The product is: [OH:19][CH:18]([C:16]1[N:17]=[C:13]([C:7]2[CH:8]=[CH:9][CH:10]=[CH:11][CH:12]=2)[S:14][CH:15]=1)[C:39]([O:34][CH3:31])=[O:40]. (7) The product is: [OH:9][C:10]1[CH:23]=[CH:22][CH:21]=[C:20]2[C:11]=1[O:12][C:13]1[CH:14]=[C:15]([C:33]#[N:34])[CH:16]=[CH:17][C:18]=1[N:19]2[CH:24]1[CH2:30][CH:29]2[N:31]([CH3:32])[CH:26]([CH2:27][CH2:28]2)[CH2:25]1.[C:1]([OH:7])([C:3]([F:6])([F:5])[F:4])=[O:2]. Given the reactants [C:1]([OH:7])([C:3]([F:6])([F:5])[F:4])=[O:2].C[O:9][C:10]1[CH:23]=[CH:22][CH:21]=[C:20]2[C:11]=1[O:12][C:13]1[CH:14]=[C:15]([C:33]#[N:34])[CH:16]=[CH:17][C:18]=1[N:19]2[CH:24]1[CH2:30][CH:29]2[N:31]([CH3:32])[CH:26]([CH2:27][CH2:28]2)[CH2:25]1.C(N(CC)C(C1C=CC2N(C3CC4N(CCC5C=CC=CC=5)C(CC4)C3)C3C(OC=2C=1)=C(OC)C=CC=3)=O)C, predict the reaction product.